Task: Regression. Given a peptide amino acid sequence and an MHC pseudo amino acid sequence, predict their binding affinity value. This is MHC class II binding data.. Dataset: Peptide-MHC class II binding affinity with 134,281 pairs from IEDB The peptide sequence is GECQIVDKIDAAFKI. The MHC is DRB1_0701 with pseudo-sequence DRB1_0701. The binding affinity (normalized) is 0.651.